From a dataset of Reaction yield outcomes from USPTO patents with 853,638 reactions. Predict the reaction yield, written as a fraction of the theoretical maximum amount of product (1.0 means a 100% yield; for example, 0.34 means a 34% yield). (1) The reactants are [C:1]([O:5][C:6]([NH:8][C@@H:9]([CH2:13][C:14]1[CH:15]=[N:16][C:17]([C:20]([F:23])([F:22])[F:21])=[CH:18][CH:19]=1)[C:10]([OH:12])=O)=[O:7])([CH3:4])([CH3:3])[CH3:2].[CH3:24][C:25]1([CH3:33])[O:30][C:29](=[O:31])[CH2:28][C:27](=[O:32])[O:26]1.C1(N=C=NC2CCCCC2)CCCCC1. The catalyst is CN(C)C1C=CN=CC=1.C(Cl)Cl. The product is [CH3:24][C:25]1([CH3:33])[O:30][C:29](=[O:31])[CH:28]([C:10](=[O:12])[C@@H:9]([NH:8][C:6](=[O:7])[O:5][C:1]([CH3:2])([CH3:3])[CH3:4])[CH2:13][C:14]2[CH:15]=[N:16][C:17]([C:20]([F:23])([F:22])[F:21])=[CH:18][CH:19]=2)[C:27](=[O:32])[O:26]1. The yield is 0.910. (2) The reactants are [CH3:1][O:2][C:3]1[CH:8]=[CH:7][C:6]([NH:9][C:10]2[C:19]3[C:14](=[CH:15][CH:16]=[C:17]([C:20](=[O:23])[NH:21][CH3:22])[CH:18]=3)[N:13]=[CH:12][C:11]=2[C:24]([OH:26])=[O:25])=[CH:5][CH:4]=1.[CH:27]1[CH:28]=CC2N(O)N=N[C:31]=2[CH:32]=1. The catalyst is CN(C1C=CN=CC=1)C.C(O)CCC. The product is [CH3:1][O:2][C:3]1[CH:8]=[CH:7][C:6]([NH:9][C:10]2[C:19]3[C:14](=[CH:15][CH:16]=[C:17]([C:20](=[O:23])[NH:21][CH3:22])[CH:18]=3)[N:13]=[CH:12][C:11]=2[C:24]([O:26][CH2:28][CH2:27][CH2:32][CH3:31])=[O:25])=[CH:5][CH:4]=1. The yield is 0.550. (3) The reactants are [NH2:1][C:2]1[C:7]2[O:8][CH2:9][O:10][C:6]=2[C:5]([C:11]([OH:13])=O)=[CH:4][C:3]=1[Cl:14].C([N:17]1[CH:21]=[CH:20][N:19]=[CH:18]1)([N:17]1[CH:21]=[CH:20][N:19]=[CH:18]1)=O. The catalyst is C(#N)C. The product is [NH2:1][C:2]1[C:7]2[O:8][CH2:9][O:10][C:6]=2[C:5]([C:11]([N:17]2[CH:21]=[CH:20][N:19]=[CH:18]2)=[O:13])=[CH:4][C:3]=1[Cl:14]. The yield is 0.750. (4) The reactants are [CH2:1]([O:3][C:4]1[CH:5]=[C:6]([C@H:12]([N:18]2[C:26](=[O:27])[C:25]3[C:20](=[CH:21][CH:22]=[CH:23][C:24]=3[NH:28][C:29]([CH:31]3[CH2:33][CH2:32]3)=[O:30])[CH2:19]2)[CH2:13][C:14](=[O:17])[NH:15][OH:16])[CH:7]=[CH:8][C:9]=1[O:10][CH3:11])[CH3:2].[CH3:34][C:35]([CH3:41])([CH3:40])[CH2:36][C:37](Cl)=[O:38]. The catalyst is C(#N)C. The product is [CH3:34][C:35]([CH3:41])([CH3:40])[CH2:36][C:37]([O:16][NH:15][C:14]([CH2:13][C@@H:12]([N:18]1[C:26](=[O:27])[C:25]2[C:20](=[CH:21][CH:22]=[CH:23][C:24]=2[NH:28][C:29]([CH:31]2[CH2:33][CH2:32]2)=[O:30])[CH2:19]1)[C:6]1[CH:7]=[CH:8][C:9]([O:10][CH3:11])=[C:4]([O:3][CH2:1][CH3:2])[CH:5]=1)=[O:17])=[O:38]. The yield is 0.590. (5) The reactants are [C:1]([O:5][C:6]([N:8]1[CH2:12][CH2:11][C@H:10]([NH:13][C:14]2[C:22]3[C:17](=[N:18][CH:19]=[CH:20][C:21]=3[O:23][C:24]3[CH:32]=[CH:31][C:27]([C:28]([OH:30])=O)=[CH:26][CH:25]=3)[N:16]([CH2:33][C:34]3[CH:39]=[CH:38][C:37]([O:40][CH3:41])=[CH:36][CH:35]=3)[N:15]=2)[CH2:9]1)=[O:7])([CH3:4])([CH3:3])[CH3:2].[NH2:42][C:43]1[CH:44]=[C:45]([CH:48]=[CH:49][N:50]=1)[C:46]#[N:47]. No catalyst specified. The product is [C:46]([C:45]1[CH:48]=[CH:49][N:50]=[C:43]([NH:42][C:28]([C:27]2[CH:26]=[CH:25][C:24]([O:23][C:21]3[CH:20]=[CH:19][N:18]=[C:17]4[N:16]([CH2:33][C:34]5[CH:35]=[CH:36][C:37]([O:40][CH3:41])=[CH:38][CH:39]=5)[N:15]=[C:14]([NH:13][C@@H:10]5[CH2:11][CH2:12][N:8]([C:6]([O:5][C:1]([CH3:3])([CH3:4])[CH3:2])=[O:7])[CH2:9]5)[C:22]=34)=[CH:32][CH:31]=2)=[O:30])[CH:44]=1)#[N:47]. The yield is 0.370. (6) The reactants are [Cl-].[Al+3].[Cl-].[Cl-].[H-].[Al+3].[Li+].[H-].[H-].[H-].[Cl:11][C:12]1[CH:13]=[C:14]2[C:18](=[CH:19][C:20]=1[Cl:21])[C:17](=O)[N:16]([C:23]1[C:24]([CH3:42])=[C:25]([CH3:41])[C:26]3[O:30][C:29]([CH3:32])([CH3:31])[CH:28]([C:33]4[CH:38]=[CH:37][CH:36]=[CH:35][CH:34]=4)[C:27]=3[C:39]=1[CH3:40])[C:15]2=O.O. The catalyst is O1CCCC1. The product is [Cl:21][C:20]1[CH:19]=[C:18]2[C:14](=[CH:13][C:12]=1[Cl:11])[CH2:15][N:16]([C:23]1[C:24]([CH3:42])=[C:25]([CH3:41])[C:26]3[O:30][C:29]([CH3:31])([CH3:32])[CH:28]([C:33]4[CH:34]=[CH:35][CH:36]=[CH:37][CH:38]=4)[C:27]=3[C:39]=1[CH3:40])[CH2:17]2. The yield is 0.180. (7) The reactants are [C:1]([C:3]1[CH:8]=[CH:7][C:6]([N:9]2[C:13]([C:14]3[CH:19]=[CH:18][C:17]([S:20]([CH3:23])(=[O:22])=[O:21])=[CH:16][CH:15]=3)=[CH:12][CH:11]=[C:10]2[CH2:24][CH2:25][C:26]([O:28][CH2:29][CH3:30])=[O:27])=[C:5]([CH3:31])[CH:4]=1)#[N:2].C(=O)([O-])[O-:33].[K+].[K+].OO.O. The catalyst is CS(C)=O. The product is [C:1]([C:3]1[CH:8]=[CH:7][C:6]([N:9]2[C:13]([C:14]3[CH:15]=[CH:16][C:17]([S:20]([CH3:23])(=[O:22])=[O:21])=[CH:18][CH:19]=3)=[CH:12][CH:11]=[C:10]2[CH2:24][CH2:25][C:26]([O:28][CH2:29][CH3:30])=[O:27])=[C:5]([CH3:31])[CH:4]=1)(=[O:33])[NH2:2]. The yield is 0.800. (8) The yield is 0.950. The reactants are [CH3:1][C:2]([C:8]1[CH:15]=[CH:14][C:11]([CH:12]=[O:13])=[CH:10][CH:9]=1)([CH3:7])[CH2:3][CH2:4][CH2:5][CH3:6].C(C(C1C=CC(C=O)=CC=1)(C)CC)C.[BH4-].[K+]. The product is [CH3:7][C:2]([C:8]1[CH:9]=[CH:10][C:11]([CH2:12][OH:13])=[CH:14][CH:15]=1)([CH3:1])[CH2:3][CH2:4][CH2:5][CH3:6]. No catalyst specified. (9) The reactants are [C:1]([O:5][C:6]([N:8]1[CH2:12][CH2:11][CH2:10][CH:9]1[C:13]1[N:14]([CH2:20][O:21][CH2:22][CH2:23][Si:24]([CH3:27])([CH3:26])[CH3:25])[C:15]([CH:18]=O)=[CH:16][N:17]=1)=[O:7])([CH3:4])([CH3:3])[CH3:2].[CH3:28]C(C)C(=O)C(P(=O)([O-])[O-])=[N+]=[N-].C(=O)([O-])[O-].[K+].[K+].O. The catalyst is CO.C1COCC1. The product is [C:1]([O:5][C:6]([N:8]1[CH2:12][CH2:11][CH2:10][CH:9]1[C:13]1[N:14]([CH2:20][O:21][CH2:22][CH2:23][Si:24]([CH3:27])([CH3:26])[CH3:25])[C:15]([C:18]#[CH:28])=[CH:16][N:17]=1)=[O:7])([CH3:3])([CH3:2])[CH3:4]. The yield is 0.770. (10) The reactants are [C:1]([CH:5]1[CH2:13][C:12]2[C:7](=[CH:8][C:9]([N+:14]([O-:16])=[O:15])=[CH:10][CH:11]=2)[NH:6]1)([CH3:4])([CH3:3])[CH3:2].C(C1C(=O)C(Cl)=C(Cl)C(=O)C=1C#N)#N. The yield is 0.800. The product is [C:1]([C:5]1[NH:6][C:7]2[C:12]([CH:13]=1)=[CH:11][CH:10]=[C:9]([N+:14]([O-:16])=[O:15])[CH:8]=2)([CH3:4])([CH3:2])[CH3:3]. The catalyst is O1CCOCC1.